Dataset: Catalyst prediction with 721,799 reactions and 888 catalyst types from USPTO. Task: Predict which catalyst facilitates the given reaction. Reactant: [OH:1][C@H:2]1[CH2:10][C:9]2[C:4](=[CH:5][CH:6]=[CH:7][CH:8]=2)[C@H:3]1[NH:11][C:12](=[O:17])[CH2:13][CH2:14][CH:15]=[CH2:16].[CH3:18][C@H:19]([CH2:23]C=C)[C:20](O)=[O:21]. Product: [CH3:18][C@H:19]1[C:20](=[O:21])[O:1][C@H:2]2[CH2:10][C:9]3[CH:8]=[CH:7][CH:6]=[CH:5][C:4]=3[C@H:3]2[NH:11][C:12](=[O:17])[CH2:13][CH2:14][CH:15]=[CH:16][CH2:23]1. The catalyst class is: 2.